From a dataset of Forward reaction prediction with 1.9M reactions from USPTO patents (1976-2016). Predict the product of the given reaction. (1) Given the reactants C([O:3][C:4]([C:6]1[N:16]=[CH:15][CH:14]=[CH:13][C:7]=1[C:8]([O:10][CH2:11][CH3:12])=[O:9])=[CH2:5])C.Cl, predict the reaction product. The product is: [C:4]([C:6]1[N:16]=[CH:15][CH:14]=[CH:13][C:7]=1[C:8]([O:10][CH2:11][CH3:12])=[O:9])(=[O:3])[CH3:5]. (2) Given the reactants [CH:1]1([C:4]2[CH:9]=[CH:8][C:7]([CH2:10][C:11]([NH:13][CH:14]([C:21]3[CH:26]=[CH:25][C:24]([O:27]C)=[CH:23][CH:22]=3)[C:15]3[N:16]=[C:17]([CH3:20])[NH:18][CH:19]=3)=[O:12])=[CH:6][CH:5]=2)[CH2:3][CH2:2]1.B(Br)(Br)Br, predict the reaction product. The product is: [CH:1]1([C:4]2[CH:5]=[CH:6][C:7]([CH2:10][C:11]([NH:13][CH:14]([C:21]3[CH:26]=[CH:25][C:24]([OH:27])=[CH:23][CH:22]=3)[C:15]3[N:16]=[C:17]([CH3:20])[NH:18][CH:19]=3)=[O:12])=[CH:8][CH:9]=2)[CH2:3][CH2:2]1. (3) The product is: [CH:10]1([CH:8]([N:6]2[CH:7]=[C:2]([B:17]3[O:18][C:19]([CH3:21])([CH3:20])[C:15]([CH3:31])([CH3:14])[O:16]3)[CH:3]=[CH:4][C:5]2=[O:13])[CH3:9])[CH2:12][CH2:11]1. Given the reactants Br[C:2]1[CH:3]=[CH:4][C:5](=[O:13])[N:6]([CH:8]([CH:10]2[CH2:12][CH2:11]2)[CH3:9])[CH:7]=1.[CH3:14][C:15]1([CH3:31])[C:19]([CH3:21])([CH3:20])[O:18][B:17]([B:17]2[O:18][C:19]([CH3:21])([CH3:20])[C:15]([CH3:31])([CH3:14])[O:16]2)[O:16]1.C([O-])(=O)C.[K+], predict the reaction product. (4) Given the reactants [F:1][C:2]1[CH:3]=[C:4]([CH:8]=[CH:9][C:10]=1[F:11])[CH2:5][CH2:6][Br:7].[C:12]1([P:18]([C:25]2[CH:30]=[CH:29][CH:28]=[CH:27][CH:26]=2)[C:19]2[CH:24]=[CH:23][CH:22]=[CH:21][CH:20]=2)[CH:17]=[CH:16][CH:15]=[CH:14][CH:13]=1, predict the reaction product. The product is: [Br-:7].[F:1][C:2]1[CH:3]=[C:4]([CH2:5][CH2:6][P+:18]([C:19]2[CH:20]=[CH:21][CH:22]=[CH:23][CH:24]=2)([C:25]2[CH:30]=[CH:29][CH:28]=[CH:27][CH:26]=2)[C:12]2[CH:13]=[CH:14][CH:15]=[CH:16][CH:17]=2)[CH:8]=[CH:9][C:10]=1[F:11]. (5) Given the reactants [Cl:1][C:2]1[CH:22]=[C:21]([Cl:23])[CH:20]=[CH:19][C:3]=1[CH2:4][N:5]1[C:9]([CH2:10][CH2:11][C:12]([OH:14])=O)=[CH:8][C:7]([O:15][CH:16]([CH3:18])[CH3:17])=[N:6]1.[CH3:24][CH:25]([S:27]([NH2:30])(=[O:29])=[O:28])[CH3:26].N12CCCN=C1CCCCC2, predict the reaction product. The product is: [Cl:1][C:2]1[CH:22]=[C:21]([Cl:23])[CH:20]=[CH:19][C:3]=1[CH2:4][N:5]1[C:9]([CH2:10][CH2:11][C:12]([NH:30][S:27]([CH:25]([CH3:26])[CH3:24])(=[O:29])=[O:28])=[O:14])=[CH:8][C:7]([O:15][CH:16]([CH3:18])[CH3:17])=[N:6]1. (6) Given the reactants Cl[C:2]1[CH:7]=[N:6][C:5]([C:8]2[CH:13]=[CH:12][CH:11]=[CH:10][CH:9]=2)=[C:4]([C:14]2[CH:19]=[CH:18][CH:17]=[CH:16][CH:15]=2)[N:3]=1.[CH:20]([NH:23][CH2:24][CH2:25][CH2:26][CH2:27][OH:28])([CH3:22])[CH3:21], predict the reaction product. The product is: [C:8]1([C:5]2[N:6]=[CH:7][C:2]([N:23]([CH2:24][CH2:25][CH2:26][CH2:27][OH:28])[CH:20]([CH3:22])[CH3:21])=[N:3][C:4]=2[C:14]2[CH:19]=[CH:18][CH:17]=[CH:16][CH:15]=2)[CH:13]=[CH:12][CH:11]=[CH:10][CH:9]=1.